This data is from Peptide-MHC class I binding affinity with 185,985 pairs from IEDB/IMGT. The task is: Regression. Given a peptide amino acid sequence and an MHC pseudo amino acid sequence, predict their binding affinity value. This is MHC class I binding data. (1) The peptide sequence is ISPLMVAYM. The MHC is H-2-Kb with pseudo-sequence H-2-Kb. The binding affinity (normalized) is 0.888. (2) The peptide sequence is VLMTHFFSV. The MHC is HLA-A02:02 with pseudo-sequence HLA-A02:02. The binding affinity (normalized) is 0.852. (3) The peptide sequence is FHERGYVKL. The MHC is HLA-B40:01 with pseudo-sequence HLA-B40:01. The binding affinity (normalized) is 0.0847. (4) The peptide sequence is ILMIFISSFL. The MHC is HLA-A68:01 with pseudo-sequence HLA-A68:01. The binding affinity (normalized) is 0.363. (5) The peptide sequence is QPWTPVSSF. The MHC is HLA-B08:01 with pseudo-sequence HLA-B08:01. The binding affinity (normalized) is 0.0847. (6) The peptide sequence is LMMNGTSAM. The MHC is HLA-B15:02 with pseudo-sequence HLA-B15:02. The binding affinity (normalized) is 0.778. (7) The peptide sequence is QAISPRTLNAW. The MHC is HLA-A02:01 with pseudo-sequence HLA-A02:01. The binding affinity (normalized) is 0.142. (8) The peptide sequence is ELKCGSGIF. The MHC is HLA-B15:01 with pseudo-sequence HLA-B15:01. The binding affinity (normalized) is 0.720.